This data is from Catalyst prediction with 721,799 reactions and 888 catalyst types from USPTO. The task is: Predict which catalyst facilitates the given reaction. (1) Reactant: [S:1]1[CH:5]=[CH:4][C:3]2[CH:6]=[C:7]([CH2:10][O:11][C:12]3[C@@H:17]([OH:18])[C@@H:16]4[O:19][C:20](=[O:21])[C@@:14]([OH:22])([CH2:15]4)[CH:13]=3)[CH:8]=[CH:9][C:2]1=2.[OH-].[Na+:24].C1C[O:28]CC1.[K+].[Br-]. Product: [OH:22][C@:14]1([C:20]([O-:19])=[O:21])[CH2:15][C@@H:16]([OH:28])[C@H:17]([OH:18])[C:12]([O:11][CH2:10][C:7]2[CH:8]=[CH:9][C:2]3[S:1][CH:5]=[CH:4][C:3]=3[CH:6]=2)=[CH:13]1.[Na+:24]. The catalyst class is: 6. (2) Reactant: [C:1]([C:5]1[N:10]=[C:9]([N:11]2[CH2:16][CH2:15][N:14]([CH2:17][CH2:18][CH2:19][CH2:20][NH2:21])[CH2:13][CH2:12]2)[CH:8]=[C:7]([C:22]([F:25])([F:24])[F:23])[N:6]=1)([CH3:4])([CH3:3])[CH3:2].C1N=CN([C:31](N2C=NC=C2)=[O:32])C=1.[C:38]([N:46]1[CH2:51][CH2:50][NH:49][CH2:48][CH2:47]1)(=[O:45])[C:39]1[CH:44]=[CH:43][CH:42]=[CH:41][CH:40]=1. Product: [C:38]([N:46]1[CH2:51][CH2:50][N:49]([C:31]([NH:21][CH2:20][CH2:19][CH2:18][CH2:17][N:14]2[CH2:15][CH2:16][N:11]([C:9]3[CH:8]=[C:7]([C:22]([F:24])([F:25])[F:23])[N:6]=[C:5]([C:1]([CH3:4])([CH3:2])[CH3:3])[N:10]=3)[CH2:12][CH2:13]2)=[O:32])[CH2:48][CH2:47]1)(=[O:45])[C:39]1[CH:44]=[CH:43][CH:42]=[CH:41][CH:40]=1. The catalyst class is: 147. (3) Reactant: [CH3:1][N:2]([CH3:52])[CH2:3][C:4]([NH:6][C:7]1[CH:12]=[CH:11][CH:10]=[C:9]([C:13]2[C:21]3[C:16](=[CH:17][CH:18]=[C:19]([C:22]4[N:26]=[CH:25][N:24](C(C5C=CC=CC=5)(C5C=CC=CC=5)C5C=CC=CC=5)[N:23]=4)[CH:20]=3)[N:15](C3CCCCO3)[N:14]=2)[CH:8]=1)=[O:5]. Product: [NH:24]1[CH:25]=[N:26][C:22]([C:19]2[CH:20]=[C:21]3[C:16](=[CH:17][CH:18]=2)[NH:15][N:14]=[C:13]3[C:9]2[CH:8]=[C:7]([NH:6][C:4](=[O:5])[CH2:3][N:2]([CH3:1])[CH3:52])[CH:12]=[CH:11][CH:10]=2)=[N:23]1. The catalyst class is: 89.